This data is from Reaction yield outcomes from USPTO patents with 853,638 reactions. The task is: Predict the reaction yield, written as a fraction of the theoretical maximum amount of product (1.0 means a 100% yield; for example, 0.34 means a 34% yield). (1) The reactants are Br[C:2]1[N:7]=[C:6]([C:8]([OH:10])=[O:9])[CH:5]=[CH:4][C:3]=1[F:11].[CH2:12]([O:19][C:20]1[CH:25]=[CH:24][C:23](B(O)O)=[C:22]([F:29])[CH:21]=1)[C:13]1[CH:18]=[CH:17][CH:16]=[CH:15][CH:14]=1. The catalyst is C1C=CC(P(C2C=CC=CC=2)[C-]2C=CC=C2)=CC=1.C1C=CC(P(C2C=CC=CC=2)[C-]2C=CC=C2)=CC=1.Cl[Pd]Cl.[Fe+2].C(Cl)Cl. The product is [CH2:12]([O:19][C:20]1[CH:25]=[CH:24][C:23]([C:2]2[N:7]=[C:6]([C:8]([OH:10])=[O:9])[CH:5]=[CH:4][C:3]=2[F:11])=[C:22]([F:29])[CH:21]=1)[C:13]1[CH:14]=[CH:15][CH:16]=[CH:17][CH:18]=1. The yield is 0.280. (2) The reactants are [OH:1][C@:2]12[CH2:18][CH2:17][C@H:16]([C:19]3[CH:20]=[CH:21][C:22](=[O:25])[O:23][CH:24]=3)[C@@:15]1([CH3:26])[CH2:14][CH2:13][C@H:12]1[C@H:3]2[CH2:4][CH2:5][C@H:6]2[C@:11]1([CH3:27])[CH2:10][CH2:9][C:8](=O)[CH2:7]2.C([O-])(C)=O.[NH4+].[BH3-][C:35]#[N:36].[Na+].Cl.C([O-])([O-])=O.[Na+].[Na+]. The catalyst is CO. The product is [NH2:36][C@H:8]1[CH2:7][C@@H:6]2[C@@:11]([CH3:27])([C@@H:12]3[C@@H:3]([CH2:4][CH2:5]2)[C@:2]2([OH:1])[C@@:15]([CH3:26])([C@@H:16]([C:19]4[CH:20]=[CH:21][C:22](=[O:25])[O:23][CH:24]=4)[CH2:17][CH2:18]2)[CH2:14][CH2:13]3)[CH2:10][CH2:9]1.[NH2:36][C@@H:35]1[CH2:7][C@@H:6]2[C@@:11]([CH3:27])([C@@H:12]3[C@@H:3]([CH2:4][CH2:5]2)[C@:2]2([OH:1])[C@@:15]([CH3:26])([C@@H:16]([C:19]4[CH:20]=[CH:21][C:22](=[O:25])[O:23][CH:24]=4)[CH2:17][CH2:18]2)[CH2:14][CH2:13]3)[CH2:10][CH2:9]1. The yield is 0.500.